This data is from Forward reaction prediction with 1.9M reactions from USPTO patents (1976-2016). The task is: Predict the product of the given reaction. (1) Given the reactants [CH:1]([NH:4][C:5]([C:7]1[C:16](=[O:17])[C:15]2[C:10](=[N:11][CH:12]=[CH:13][CH:14]=2)[N:9]([C:18]2[CH:23]=[CH:22][CH:21]=[C:20](Br)[CH:19]=2)[CH:8]=1)=[O:6])([CH3:3])[CH3:2].[B:25]1([B:25]2[O:29][C:28]([CH3:31])([CH3:30])[C:27]([CH3:33])([CH3:32])[O:26]2)[O:29][C:28]([CH3:31])([CH3:30])[C:27]([CH3:33])([CH3:32])[O:26]1.C([O-])(=O)C.[K+], predict the reaction product. The product is: [CH:1]([NH:4][C:5]([C:7]1[C:16](=[O:17])[C:15]2[C:10](=[N:11][CH:12]=[CH:13][CH:14]=2)[N:9]([C:18]2[CH:23]=[CH:22][CH:21]=[C:20]([B:25]3[O:29][C:28]([CH3:31])([CH3:30])[C:27]([CH3:33])([CH3:32])[O:26]3)[CH:19]=2)[CH:8]=1)=[O:6])([CH3:3])[CH3:2]. (2) Given the reactants [C:1](O)(=[O:6])[CH:2]=[CH:3][CH2:4][CH3:5].C(N(CC)CC)C.CC(C)(C)C(Cl)=O.[C:22]1([C@H:28]2[CH2:32][O:31][C:30](=[O:33])[NH:29]2)[CH:27]=[CH:26][CH:25]=[CH:24][CH:23]=1.C([Li])CCC, predict the reaction product. The product is: [C:1]([N:29]1[C@@H:28]([C:22]2[CH:23]=[CH:24][CH:25]=[CH:26][CH:27]=2)[CH2:32][O:31][C:30]1=[O:33])(=[O:6])/[CH:2]=[CH:3]/[CH2:4][CH3:5]. (3) Given the reactants [NH2:1][C:2]1[N:3]=[C:4]([CH3:21])[C:5]2[C:11](=S)[NH:10][C@@H:9]([C:13]3[CH:18]=[CH:17][C:16]([F:19])=[CH:15][C:14]=3[Br:20])[CH2:8][C:6]=2[N:7]=1.[Si:22]([O:29][NH2:30])([C:25]([CH3:28])([CH3:27])[CH3:26])([CH3:24])[CH3:23], predict the reaction product. The product is: [Si:22]([O:29]/[N:30]=[C:11]1\[NH:10][C@@H:9]([C:13]2[CH:18]=[CH:17][C:16]([F:19])=[CH:15][C:14]=2[Br:20])[CH2:8][C:6]2[N:7]=[C:2]([NH2:1])[N:3]=[C:4]([CH3:21])[C:5]\1=2)([C:25]([CH3:28])([CH3:27])[CH3:26])([CH3:24])[CH3:23]. (4) Given the reactants [CH:1]1[C:11]2[CH:10]([OH:12])[C:9]3[CH:13]=[CH:14][CH:15]=[CH:16][C:8]=3[CH2:7][O:6][C:5]=2[CH:4]=[CH:3][CH:2]=1.[H-].[Na+].[C:19]([O:23]C(=O)CBr)(C)(C)[CH3:20].[H-].[Al+3].[Li+].[H-].[H-].[H-], predict the reaction product. The product is: [CH:1]1[C:11]2[CH:10]([O:12][CH2:20][CH2:19][OH:23])[C:9]3[CH:13]=[CH:14][CH:15]=[CH:16][C:8]=3[CH2:7][O:6][C:5]=2[CH:4]=[CH:3][CH:2]=1. (5) Given the reactants [C:1]([O:5][C:6](=[O:20])[NH:7][C:8]1[CH:13]=[C:12]([N+:14]([O-])=O)[CH:11]=[C:10]([N+:17]([O-])=O)[CH:9]=1)([CH3:4])([CH3:3])[CH3:2], predict the reaction product. The product is: [C:1]([O:5][C:6](=[O:20])[NH:7][C:8]1[CH:13]=[C:12]([NH2:14])[CH:11]=[C:10]([NH2:17])[CH:9]=1)([CH3:4])([CH3:2])[CH3:3].